This data is from Full USPTO retrosynthesis dataset with 1.9M reactions from patents (1976-2016). The task is: Predict the reactants needed to synthesize the given product. (1) The reactants are: [F:1][C:2]1[CH:3]=[C:4]([OH:8])[CH:5]=[CH:6][CH:7]=1.Br[C:10]([F:17])([F:16])[C:11]([N:13]([CH3:15])[CH3:14])=[O:12].C([O-])([O-])=O.[K+].[K+].O. Given the product [F:16][C:10]([F:17])([O:8][C:4]1[CH:5]=[CH:6][CH:7]=[C:2]([F:1])[CH:3]=1)[C:11]([N:13]([CH3:15])[CH3:14])=[O:12], predict the reactants needed to synthesize it. (2) Given the product [CH2:1]([O:3][C:4]([C:6]1[S:15][C:14]2[C:13]3[CH:16]=[C:17]([O:20][CH2:30][CH2:29][CH2:28][N:27]([CH3:32])[CH3:26])[CH:18]=[CH:19][C:12]=3[O:11][C:10]3[CH:21]=[CH:22][CH:23]=[CH:24][C:9]=3[C:8]=2[CH:7]=1)=[O:5])[CH3:2], predict the reactants needed to synthesize it. The reactants are: [CH2:1]([O:3][C:4]([C:6]1[S:15][C:14]2[C:13]3[CH:16]=[C:17]([OH:20])[CH:18]=[CH:19][C:12]=3[O:11][C:10]3[CH:21]=[CH:22][CH:23]=[CH:24][C:9]=3[C:8]=2[CH:7]=1)=[O:5])[CH3:2].Cl.[CH3:26][N:27]([CH3:32])[CH2:28][CH2:29][CH2:30]Cl. (3) Given the product [CH:38]1[CH:37]=[CH:36][C:35]([P:34]([C:33]2[C:24]([C:23]3[C:14]([P:7]([C:4]4[CH:3]=[CH:2][CH:1]=[CH:6][CH:5]=4)[C:8]4[CH:13]=[CH:12][CH:11]=[CH:10][CH:9]=4)=[CH:15][CH:16]=[C:17]4[C:22]=3[CH:21]=[CH:20][CH:19]=[CH:18]4)=[C:25]3[C:30]([CH:29]=[CH:28][CH:27]=[CH:26]3)=[CH:31][CH:32]=2)[C:41]2[CH:42]=[CH:43][CH:44]=[CH:45][CH:46]=2)=[CH:40][CH:39]=1.[C:8]1([PH:7][C:4]2[CH:3]=[CH:2][CH:1]=[CH:6][CH:5]=2)[CH:13]=[CH:12][CH:11]=[CH:10][CH:9]=1, predict the reactants needed to synthesize it. The reactants are: [CH:1]1[CH:2]=[CH:3][C:4]([P:7]([C:14]2[C:23]([C:24]3[C:33]([P:34]([C:41]4[CH:42]=[CH:43][CH:44]=[CH:45][CH:46]=4)[C:35]4[CH:36]=[CH:37][CH:38]=[CH:39][CH:40]=4)=[CH:32][CH:31]=[C:30]4[C:25]=3[CH:26]=[CH:27][CH:28]=[CH:29]4)=[C:22]3[C:17]([CH:18]=[CH:19][CH:20]=[CH:21]3)=[CH:16][CH:15]=2)[C:8]2[CH:9]=[CH:10][CH:11]=[CH:12][CH:13]=2)=[CH:5][CH:6]=1.C1(C2C3C(=CC=CC=3)C=CC=2)C(O)=CC=C2C=1C=CC=C2. (4) Given the product [N+:22]([C:19]1[CH:20]=[CH:21][C:16]([CH:14]=[O:13])=[N:17][CH:18]=1)([O-:24])=[O:23], predict the reactants needed to synthesize it. The reactants are: [H-].C([Al+]CC(C)C)C(C)C.C([O:13][C:14]([C:16]1[CH:21]=[CH:20][C:19]([N+:22]([O-:24])=[O:23])=[CH:18][N:17]=1)=O)C. (5) Given the product [CH2:33]([C:28]1[CH:29]=[CH:30][CH:31]=[CH:32][C:27]=1[O:26][C:23]1[N:22]=[CH:21][C:20]([NH:19][C:17](=[O:18])[C:16]([CH3:36])([CH3:35])[NH2:12])=[CH:25][CH:24]=1)[CH3:34], predict the reactants needed to synthesize it. The reactants are: FC(F)(F)C(O)=O.CC([N:12]([C:16]([CH3:36])([CH3:35])[C:17]([NH:19][C:20]1[CH:21]=[N:22][C:23]([O:26][C:27]2[CH:32]=[CH:31][CH:30]=[CH:29][C:28]=2[CH2:33][CH3:34])=[CH:24][CH:25]=1)=[O:18])C(=O)[O-])(C)C. (6) Given the product [CH2:16]([O:15][C:13]([C:12]([CH3:24])([CH3:23])[CH2:11][O:1][C:2]1[CH:9]=[CH:8][C:5]([CH:6]=[O:7])=[CH:4][CH:3]=1)=[O:14])[C:17]1[CH:22]=[CH:21][CH:20]=[CH:19][CH:18]=1, predict the reactants needed to synthesize it. The reactants are: [OH:1][C:2]1[CH:9]=[CH:8][C:5]([CH:6]=[O:7])=[CH:4][CH:3]=1.O[CH2:11][C:12]([CH3:24])([CH3:23])[C:13]([O:15][CH2:16][C:17]1[CH:22]=[CH:21][CH:20]=[CH:19][CH:18]=1)=[O:14].C1(P(C2C=CC=CC=2)C2C=CC=CC=2)C=CC=CC=1.N(C(OCC)=O)=NC(OCC)=O. (7) The reactants are: [N:1]([C@@H:4]1[CH2:9][O:8][C@H:7]([CH:10]([C:17]2[CH:22]=[CH:21][CH:20]=[CH:19][CH:18]=2)[C:11]2[CH:16]=[CH:15][CH:14]=[CH:13][CH:12]=2)[CH2:6][C@H:5]1[OH:23])=[N+]=[N-]. Given the product [NH2:1][C@@H:4]1[CH2:9][O:8][C@H:7]([CH:10]([C:11]2[CH:16]=[CH:15][CH:14]=[CH:13][CH:12]=2)[C:17]2[CH:22]=[CH:21][CH:20]=[CH:19][CH:18]=2)[CH2:6][C@H:5]1[OH:23], predict the reactants needed to synthesize it.